Dataset: Full USPTO retrosynthesis dataset with 1.9M reactions from patents (1976-2016). Task: Predict the reactants needed to synthesize the given product. (1) Given the product [F:24][C:22]([F:23])([F:25])[C:17]1[CH:18]=[CH:19][CH:20]=[CH:21][C:16]=1[S:13]([N:8]1[CH2:9][CH2:10][CH2:11][CH2:12][CH:7]1[CH2:6][CH2:5][CH2:4][C:3]([OH:26])=[O:2])(=[O:15])=[O:14], predict the reactants needed to synthesize it. The reactants are: C[O:2][C:3](=[O:26])[CH2:4][CH2:5][CH2:6][CH:7]1[CH2:12][CH2:11][CH2:10][CH2:9][N:8]1[S:13]([C:16]1[CH:21]=[CH:20][CH:19]=[CH:18][C:17]=1[C:22]([F:25])([F:24])[F:23])(=[O:15])=[O:14].[OH-].[Li+]. (2) The reactants are: [C-:1]#[N:2].[K+].[Cl:4][C:5]1[CH:6]=[C:7]([CH:10]=[CH:11][CH:12]=1)[CH:8]=[O:9].C(O)(=O)C. Given the product [Cl:4][C:5]1[CH:6]=[C:7]([CH:8]([OH:9])[C:1]#[N:2])[CH:10]=[CH:11][CH:12]=1, predict the reactants needed to synthesize it. (3) Given the product [F:1][C:2]([F:47])([F:46])[C:3]1[CH:4]=[C:5]([CH:39]=[C:40]([C:42]([F:45])([F:44])[F:43])[CH:41]=1)[CH2:6][N:7]([CH2:14][C:15]1[C:16]([CH2:25][CH2:26][NH:27][CH2:28][C@H:29]2[CH2:34][CH2:33][C@H:32]([CH2:49][C:48]([NH2:55])=[O:52])[CH2:31][CH2:30]2)=[N:17][CH:18]=[C:19]([C:21]([F:24])([F:23])[F:22])[CH:20]=1)[C:8]1[N:9]=[N:10][N:11]([CH3:13])[N:12]=1, predict the reactants needed to synthesize it. The reactants are: [F:1][C:2]([F:47])([F:46])[C:3]1[CH:4]=[C:5]([CH:39]=[C:40]([C:42]([F:45])([F:44])[F:43])[CH:41]=1)[CH2:6][N:7]([CH2:14][C:15]1[C:16]([CH2:25][CH2:26][NH:27][CH2:28][C@H:29]2[CH2:34][CH2:33][C@H:32](CC(O)=O)[CH2:31][CH2:30]2)=[N:17][CH:18]=[C:19]([C:21]([F:24])([F:23])[F:22])[CH:20]=1)[C:8]1[N:9]=[N:10][N:11]([CH3:13])[N:12]=1.[C:48](Cl)(=[O:52])[C:49](Cl)=O.C[N:55](C=O)C. (4) Given the product [CH3:12][NH:13][CH:2]([CH3:11])[CH:3]([C:5]1[S:6][CH:7]=[C:8]([CH3:10])[N:9]=1)[OH:4], predict the reactants needed to synthesize it. The reactants are: Cl[CH:2]([CH3:11])[CH:3]([C:5]1[S:6][CH:7]=[C:8]([CH3:10])[N:9]=1)[OH:4].[CH3:12][NH2:13]. (5) The reactants are: [F:1][C:2]1[CH:29]=[CH:28][CH:27]=[C:26]([F:30])[C:3]=1[C:4]([N:6]([CH2:22][O:23][CH2:24][CH3:25])[C:7]([NH:9][C:10]1[CH:15]=[CH:14][C:13]([S:16][C:17]([F:20])([F:19])[F:18])=[CH:12][C:11]=1[F:21])=[O:8])=[O:5].CI.[H-].[Na+].[C:35](OCC)(=O)C. Given the product [F:1][C:2]1[CH:29]=[CH:28][CH:27]=[C:26]([F:30])[C:3]=1[C:4]([N:6]([CH2:22][O:23][CH2:24][CH3:25])[C:7]([N:9]([C:10]1[CH:15]=[CH:14][C:13]([S:16][C:17]([F:20])([F:19])[F:18])=[CH:12][C:11]=1[F:21])[CH3:35])=[O:8])=[O:5], predict the reactants needed to synthesize it. (6) Given the product [N:1]1[CH:6]=[CH:5][CH:4]=[N:3][C:2]=1[NH:7][C:15](=[O:16])[O:17][CH2:18][C:19]([Cl:22])([Cl:21])[Cl:20], predict the reactants needed to synthesize it. The reactants are: [N:1]1[CH:6]=[CH:5][CH:4]=[N:3][C:2]=1[NH2:7].N1C=CC=CC=1.Cl[C:15]([O:17][CH2:18][C:19]([Cl:22])([Cl:21])[Cl:20])=[O:16]. (7) Given the product [C:3]([O:7][C:8]([NH:10][C:11]1[CH:16]=[CH:15][CH:14]=[CH:13][C:12]=1[NH:17][C:18]([C:20]1[CH:25]=[CH:24][C:23]([CH2:26][OH:27])=[CH:22][N:21]=1)=[O:19])=[O:9])([CH3:6])([CH3:4])[CH3:5], predict the reactants needed to synthesize it. The reactants are: [BH4-].[Li+].[C:3]([O:7][C:8]([NH:10][C:11]1[CH:16]=[CH:15][CH:14]=[CH:13][C:12]=1[NH:17][C:18]([C:20]1[CH:25]=[CH:24][C:23]([C:26](OC)=[O:27])=[CH:22][N:21]=1)=[O:19])=[O:9])([CH3:6])([CH3:5])[CH3:4].O.Cl. (8) Given the product [C:22]([C:25]1[N:30]=[C:29]([C:31]2[CH:36]=[CH:35][C:34]([C:37]3[CH:42]=[CH:41][C:40]([CH2:43][C:44]([NH:2][C@@H:3]([CH2:9][CH:10]([CH3:11])[CH3:12])[C:4]([O:6][CH2:7][CH3:8])=[O:5])=[O:45])=[CH:39][C:38]=3[Cl:47])=[CH:33][CH:32]=2)[C:28]([CH3:48])=[N:27][C:26]=1[CH3:49])(=[O:24])[NH2:23], predict the reactants needed to synthesize it. The reactants are: Cl.[NH2:2][C@@H:3]([CH2:9][CH:10]([CH3:12])[CH3:11])[C:4]([O:6][CH2:7][CH3:8])=[O:5].C(N(C(C)C)C(C)C)C.[C:22]([C:25]1[N:30]=[C:29]([C:31]2[CH:36]=[CH:35][C:34]([C:37]3[CH:42]=[CH:41][C:40]([CH2:43][C:44](O)=[O:45])=[CH:39][C:38]=3[Cl:47])=[CH:33][CH:32]=2)[C:28]([CH3:48])=[N:27][C:26]=1[CH3:49])(=[O:24])[NH2:23].Cl.CN(C)CCCN=C=NCC.N1(O)C2C=CC=CC=2N=N1.